From a dataset of Reaction yield outcomes from USPTO patents with 853,638 reactions. Predict the reaction yield, written as a fraction of the theoretical maximum amount of product (1.0 means a 100% yield; for example, 0.34 means a 34% yield). (1) The reactants are [CH3:1][O:2][C:3]1[CH:8]=[CH:7][CH:6]=[CH:5][C:4]=1[CH2:9][C:10]([O:12]C)=[O:11].[H-].[Na+].[CH:16]1(Br)[CH2:20][CH2:19][CH2:18][CH2:17]1. The catalyst is CN(C=O)C. The product is [CH:16]1([CH:9]([C:4]2[CH:5]=[CH:6][CH:7]=[CH:8][C:3]=2[O:2][CH3:1])[C:10]([OH:12])=[O:11])[CH2:20][CH2:19][CH2:18][CH2:17]1. The yield is 0.650. (2) The reactants are Br[C:2]1[CH:7]=[CH:6][C:5]([C:8]2([O:11][CH2:12][C:13]3[CH:18]=[CH:17][CH:16]=[CH:15][CH:14]=3)[CH2:10][CH2:9]2)=[C:4]([CH3:19])[CH:3]=1.[CH3:20][Si:21]([C:24]#[CH:25])([CH3:23])[CH3:22]. The catalyst is C(N(CC)CC)C.[Cu]I.Cl[Pd](Cl)([P](C1C=CC=CC=1)(C1C=CC=CC=1)C1C=CC=CC=1)[P](C1C=CC=CC=1)(C1C=CC=CC=1)C1C=CC=CC=1. The product is [CH2:12]([O:11][C:8]1([C:5]2[CH:6]=[CH:7][C:2]([C:25]#[C:24][Si:21]([CH3:23])([CH3:22])[CH3:20])=[CH:3][C:4]=2[CH3:19])[CH2:10][CH2:9]1)[C:13]1[CH:18]=[CH:17][CH:16]=[CH:15][CH:14]=1. The yield is 0.890. (3) The reactants are [N:1]([C:4]1[CH:8]=[CH:7][S:6][C:5]=1[CH:9]=[O:10])=[N+:2]=[N-:3].S(=O)(=O)([OH:13])N.Cl([O-])=O.[Na+].C(=O)([O-])[O-].[Na+].[Na+]. The catalyst is CC(C)=O.O. The product is [N:1]([C:4]1[CH:8]=[CH:7][S:6][C:5]=1[C:9]([OH:13])=[O:10])=[N+:2]=[N-:3]. The yield is 0.750. (4) The reactants are [C:1]([O:5][C:6](=[O:34])[NH:7][C@@H:8]([C:27]1[CH:32]=[CH:31][C:30]([OH:33])=[CH:29][CH:28]=1)[C:9]([N:11]1[CH2:15][CH2:14][C@H:13]([O:16][CH2:17][CH2:18][O:19][CH2:20][CH2:21][O:22][CH2:23][CH2:24][O:25][CH3:26])[CH2:12]1)=[O:10])([CH3:4])([CH3:3])[CH3:2].Br[CH2:36][CH2:37][O:38][Si:39]([C:42]([CH3:45])([CH3:44])[CH3:43])([CH3:41])[CH3:40].C(=O)([O-])[O-].[K+].[K+].ClCCl. The catalyst is CC(C)=O. The product is [C:1]([O:5][C:6](=[O:34])[NH:7][C@@H:8]([C:27]1[CH:28]=[CH:29][C:30]([O:33][CH2:36][CH2:37][O:38][Si:39]([C:42]([CH3:45])([CH3:44])[CH3:43])([CH3:41])[CH3:40])=[CH:31][CH:32]=1)[C:9]([N:11]1[CH2:15][CH2:14][C@H:13]([O:16][CH2:17][CH2:18][O:19][CH2:20][CH2:21][O:22][CH2:23][CH2:24][O:25][CH3:26])[CH2:12]1)=[O:10])([CH3:4])([CH3:2])[CH3:3]. The yield is 0.860. (5) The reactants are [CH3:1][C:2]1[CH:7]=[CH:6][CH:5]=[CH:4][C:3]=1[S:8][CH3:9].[Br:10]Br. The catalyst is C(Cl)Cl.[Fe]. The product is [Br:10][C:6]1[CH:5]=[CH:4][C:3]([S:8][CH3:9])=[C:2]([CH3:1])[CH:7]=1. The yield is 0.960. (6) The yield is 0.240. The product is [Cl:34]/[CH:35]=[CH:36]\[C:37]([NH:1][C:2]1[CH:33]=[CH:32][CH:31]=[C:4]([O:5][C:6]2[C:7]3[S:30][CH:29]=[CH:28][C:8]=3[N:9]=[C:10]([NH:12][C:13]3[CH:18]=[CH:17][C:16]([N:19]4[CH2:24][CH2:23][N:22]([CH3:25])[CH2:21][CH2:20]4)=[CH:15][CH:14]=3)[N:11]=2)[CH:3]=1)=[O:38]. The catalyst is N1C=CC=CC=1.CC(O)C. The reactants are [NH2:1][C:2]1[CH:3]=[C:4]([CH:31]=[CH:32][CH:33]=1)[O:5][C:6]1[C:7]2[S:30][CH:29]=[CH:28][C:8]=2[N:9]=[C:10]([NH:12][C:13]2[CH:18]=[CH:17][C:16]([N:19]3[CH2:24][CH2:23][N:22]([CH3:25])[CH2:21][CH2:20]3)=[CH:15][C:14]=2OC)[N:11]=1.[Cl:34]/[CH:35]=[CH:36]\[C:37](O)=[O:38].Cl.CN(C)CCCN=C=NCC.C(Cl)(Cl)Cl. (7) The reactants are [CH3:1][C:2]1[C:14]([N+:15]([O-])=O)=[C:13]([C:18]([O:20][CH3:21])=[O:19])[C:12]([CH3:22])=[CH:11][C:3]=1[C:4]([O:6][C:7]([CH3:10])([CH3:9])[CH3:8])=[O:5].[H][H]. The catalyst is O1CCCC1.[Pd]. The product is [NH2:15][C:14]1[C:2]([CH3:1])=[C:3]([CH:11]=[C:12]([CH3:22])[C:13]=1[C:18]([O:20][CH3:21])=[O:19])[C:4]([O:6][C:7]([CH3:10])([CH3:9])[CH3:8])=[O:5]. The yield is 0.980.